From a dataset of Full USPTO retrosynthesis dataset with 1.9M reactions from patents (1976-2016). Predict the reactants needed to synthesize the given product. (1) Given the product [F:1][C:2]1[CH:3]=[CH:4][C:5]([C:8]2[N:9]=[C:10]3[CH:15]=[N:14][CH:13]=[CH:12][N:11]3[CH:19]=2)=[CH:6][CH:7]=1, predict the reactants needed to synthesize it. The reactants are: [F:1][C:2]1[CH:7]=[CH:6][C:5]([C:8]2[N:9]=[C:10]3[C:15](C(O)=O)=[N:14][CH:13]=[CH:12][N:11]3[CH:19]=2)=[CH:4][CH:3]=1.Cl.C([O-])([O-])=O.[Na+].[Na+].CCOCC. (2) Given the product [Br:1][C:2]1[CH:7]=[CH:6][C:5]([C:8]2[N:26]([CH3:25])[O:27][C:10]([C:15]3[CH:20]=[C:19]([Cl:21])[CH:18]=[C:17]([Cl:22])[CH:16]=3)([C:11]([F:14])([F:13])[F:12])[CH:9]=2)=[CH:4][C:3]=1[CH3:24], predict the reactants needed to synthesize it. The reactants are: [Br:1][C:2]1[CH:7]=[CH:6][C:5]([C:8](=O)[CH:9]=[C:10]([C:15]2[CH:20]=[C:19]([Cl:21])[CH:18]=[C:17]([Cl:22])[CH:16]=2)[C:11]([F:14])([F:13])[F:12])=[CH:4][C:3]=1[CH3:24].[CH3:25][NH:26][OH:27].Cl.C(N(CC)CC)C. (3) Given the product [N:52]([C@@H:15]([C@H:16]([CH3:22])[CH2:17][C:18]([F:19])([F:20])[F:21])[C:14]([N:9]1[C@@H:8]([CH2:1][C:2]2[CH:7]=[CH:6][CH:5]=[CH:4][CH:3]=2)[CH2:12][O:11][C:10]1=[O:13])=[O:23])=[N+:53]=[N-:54], predict the reactants needed to synthesize it. The reactants are: [CH2:1]([C@H:8]1[CH2:12][O:11][C:10](=[O:13])[N:9]1[C:14](=[O:23])[CH2:15][C@H:16]([CH3:22])[CH2:17][C:18]([F:21])([F:20])[F:19])[C:2]1[CH:7]=[CH:6][CH:5]=[CH:4][CH:3]=1.C[Si]([N-][Si](C)(C)C)(C)C.[K+].C(C1C=C(C(C)C)C=C(C(C)C)C=1S([N:52]=[N+:53]=[N-:54])(=O)=O)(C)C.C(O)(=O)C.C([O-])(=O)C.[K+]. (4) Given the product [NH2:34][C:28]1[N:29]=[C:30]([NH:33][C:15]([C:11]2[CH:12]=[N:13][O:14][C:10]=2[CH2:9][O:8][CH3:7])=[O:17])[CH:31]=[N:32][C:27]=1[C:22]1[CH:23]=[CH:24][CH:25]=[CH:26][C:21]=1[O:20][C:19]([F:36])([F:35])[F:18], predict the reactants needed to synthesize it. The reactants are: C(Cl)(=O)C(Cl)=O.[CH3:7][O:8][CH2:9][C:10]1[O:14][N:13]=[CH:12][C:11]=1[C:15]([OH:17])=O.[F:18][C:19]([F:36])([F:35])[O:20][C:21]1[CH:26]=[CH:25][CH:24]=[CH:23][C:22]=1[C:27]1[C:28]([NH2:34])=[N:29][C:30]([NH2:33])=[CH:31][N:32]=1.N1C(C)=CC=CC=1C. (5) Given the product [Br:14][CH2:13][C:9]1[CH:10]=[CH:11][CH:12]=[C:3]([C:1]#[N:2])[C:4]=1[C:5]([O:7][CH3:8])=[O:6], predict the reactants needed to synthesize it. The reactants are: [C:1]([C:3]1[CH:12]=[CH:11][CH:10]=[C:9]([CH3:13])[C:4]=1[C:5]([O:7][CH3:8])=[O:6])#[N:2].[Br:14]N1C(=O)CCC1=O.CC(N=NC(C#N)(C)C)(C#N)C. (6) Given the product [ClH:65].[NH2:8][CH2:9][C@H:10]1[CH2:15][CH2:14][C@H:13]([C:16]([NH:18][C@H:19]([C:51](=[O:64])[NH:52][C:53]2[CH:54]=[CH:55][C:56]([C:59]3[N:60]=[N:61][NH:62][N:63]=3)=[CH:57][CH:58]=2)[CH2:20][C:21]2[CH:26]=[CH:25][C:24]([C:27]3[CH:32]=[CH:31][C:30]([C:33]([NH:35][CH:36]4[CH2:37][CH2:38][NH:39][CH2:40][CH2:41]4)=[O:34])=[CH:29][C:28]=3[CH3:49])=[C:23]([F:50])[CH:22]=2)=[O:17])[CH2:12][CH2:11]1, predict the reactants needed to synthesize it. The reactants are: C(OC([NH:8][CH2:9][C@H:10]1[CH2:15][CH2:14][C@H:13]([C:16]([NH:18][C@H:19]([C:51](=[O:64])[NH:52][C:53]2[CH:58]=[CH:57][C:56]([C:59]3[N:60]=[N:61][NH:62][N:63]=3)=[CH:55][CH:54]=2)[CH2:20][C:21]2[CH:26]=[CH:25][C:24]([C:27]3[CH:32]=[CH:31][C:30]([C:33]([NH:35][CH:36]4[CH2:41][CH2:40][N:39](C(OC(C)(C)C)=O)[CH2:38][CH2:37]4)=[O:34])=[CH:29][C:28]=3[CH3:49])=[C:23]([F:50])[CH:22]=2)=[O:17])[CH2:12][CH2:11]1)=O)(C)(C)C.[ClH:65].